From a dataset of Forward reaction prediction with 1.9M reactions from USPTO patents (1976-2016). Predict the product of the given reaction. (1) Given the reactants [OH:1][C:2]1[CH:9]=[CH:8][C:5]([CH:6]=[O:7])=[CH:4][C:3]=1[O:10][CH3:11].[F:12][C:13]1[CH:20]=[CH:19][CH:18]=[CH:17][C:14]=1[CH2:15]Br.C(=O)([O-])[O-].[K+].[K+].[I-].[K+], predict the reaction product. The product is: [F:12][C:13]1[CH:20]=[CH:19][CH:18]=[CH:17][C:14]=1[CH2:15][O:1][C:2]1[CH:9]=[CH:8][C:5]([CH:6]=[O:7])=[CH:4][C:3]=1[O:10][CH3:11]. (2) Given the reactants [F:1][C:2]1[CH:3]=[C:4]([C:8]2[C:16]3[O:15][CH:14]([CH2:17][NH2:18])[CH2:13][C:12]=3[CH:11]=[CH:10][CH:9]=2)[CH:5]=[CH:6][CH:7]=1.C(N(C(C)C)CC)(C)C.Cl[C:29]([O:31][CH2:32][C:33]1[CH:38]=[CH:37][CH:36]=[CH:35][CH:34]=1)=[O:30], predict the reaction product. The product is: [CH2:32]([O:31][C:29](=[O:30])[NH:18][CH2:17][CH:14]1[CH2:13][C:12]2[CH:11]=[CH:10][CH:9]=[C:8]([C:4]3[CH:5]=[CH:6][CH:7]=[C:2]([F:1])[CH:3]=3)[C:16]=2[O:15]1)[C:33]1[CH:38]=[CH:37][CH:36]=[CH:35][CH:34]=1. (3) Given the reactants [F:1][C:2]1[CH:27]=[CH:26][CH:25]=[CH:24][C:3]=1[O:4][CH2:5][CH2:6][CH2:7][CH2:8][CH2:9][CH2:10][CH2:11][CH2:12][N:13]1C(=O)C2=CC=CC=C2C1=O.O.NN.C(OC1C=C(CN)C=CC=1)CCCCC, predict the reaction product. The product is: [F:1][C:2]1[CH:27]=[CH:26][CH:25]=[CH:24][C:3]=1[O:4][CH2:5][CH2:6][CH2:7][CH2:8][CH2:9][CH2:10][CH2:11][CH2:12][NH2:13]. (4) Given the reactants [CH:1]12[O:8][CH:5]([CH2:6][CH2:7]1)[CH2:4][N:3]([C:9]1[N:14]=[C:13]([C:15]3[CH:20]=[CH:19][C:18]([NH:21][C:22](=[O:34])[NH:23][C:24]4[CH:33]=[CH:32][C:27]([C:28]([O:30]C)=[O:29])=[CH:26][CH:25]=4)=[CH:17][CH:16]=3)[N:12]=[C:11]3[N:35]([CH:38]([CH2:42][O:43][CH3:44])[CH2:39][O:40][CH3:41])[N:36]=[CH:37][C:10]=13)[CH2:2]2.[OH-].[Na+].Cl, predict the reaction product. The product is: [CH:5]12[O:8][CH:1]([CH2:7][CH2:6]1)[CH2:2][N:3]([C:9]1[N:14]=[C:13]([C:15]3[CH:20]=[CH:19][C:18]([NH:21][C:22](=[O:34])[NH:23][C:24]4[CH:33]=[CH:32][C:27]([C:28]([OH:30])=[O:29])=[CH:26][CH:25]=4)=[CH:17][CH:16]=3)[N:12]=[C:11]3[N:35]([CH:38]([CH2:42][O:43][CH3:44])[CH2:39][O:40][CH3:41])[N:36]=[CH:37][C:10]=13)[CH2:4]2. (5) Given the reactants [C:1]([C@@H:4]([NH:9][C:10]([C:12]1[CH:17]=[CH:16][C:15](Br)=[C:14]([O:19][CH2:20][CH:21]2[CH2:25][CH2:24][CH2:23][O:22]2)[N:13]=1)=[O:11])[CH2:5][CH:6]([CH3:8])[CH3:7])(=[O:3])[NH2:2].[CH:26]1([B-](F)(F)F)[CH2:28][CH2:27]1.[K+], predict the reaction product. The product is: [NH2:2][C:1](=[O:3])[C@@H:4]([NH:9][C:10](=[O:11])[C:12]1[CH:17]=[CH:16][C:15]([CH:26]2[CH2:28][CH2:27]2)=[C:14]([O:19][CH2:20][CH:21]2[CH2:25][CH2:24][CH2:23][O:22]2)[N:13]=1)[CH2:5][CH:6]([CH3:8])[CH3:7].